Task: Predict the product of the given reaction.. Dataset: Forward reaction prediction with 1.9M reactions from USPTO patents (1976-2016) Given the reactants [NH2:1][C:2]1[CH:3]=[C:4]([CH2:11][N:12]2[CH2:17][C@@H:16]3[CH2:18][C@H:13]2[CH2:14][N:15]3C(OC(C)(C)C)=O)[C:5]2[O:9][CH:8]=[CH:7][C:6]=2[CH:10]=1.[C:26]1([CH3:36])[C:27]([S:32]([Cl:35])(=[O:34])=[O:33])=[CH:28][CH:29]=[CH:30][CH:31]=1, predict the reaction product. The product is: [ClH:35].[ClH:35].[C@H:13]12[CH2:18][C@H:16]([NH:15][CH2:14]1)[CH2:17][N:12]2[CH2:11][C:4]1[C:5]2[O:9][CH:8]=[CH:7][C:6]=2[CH:10]=[C:2]([NH:1][S:32]([C:27]2[CH:28]=[CH:29][CH:30]=[CH:31][C:26]=2[CH3:36])(=[O:34])=[O:33])[CH:3]=1.